Dataset: Reaction yield outcomes from USPTO patents with 853,638 reactions. Task: Predict the reaction yield, written as a fraction of the theoretical maximum amount of product (1.0 means a 100% yield; for example, 0.34 means a 34% yield). (1) The reactants are CO.[H-].[Na+].[C:5]([O:12][CH3:13])(=[O:11])[CH2:6][C:7]([O:9][CH3:10])=[O:8].Br[CH2:15][C:16]1[CH:21]=[CH:20][CH:19]=[C:18]([N+:22]([O-:24])=[O:23])[C:17]=1[CH2:25]Br. The catalyst is CCOCC. The product is [CH3:10][O:9][C:7]([C:6]1([C:5]([O:12][CH3:13])=[O:11])[CH2:25][C:17]2[C:16](=[CH:21][CH:20]=[CH:19][C:18]=2[N+:22]([O-:24])=[O:23])[CH2:15]1)=[O:8]. The yield is 0.670. (2) The reactants are [OH-].[Na+].[C:3]([O:7][C:8]([N:10]1[CH2:15][CH2:14][CH:13]([C:16]2[CH:17]=[C:18]([C:28](OCC)=[O:29])[C:19]3[CH:24]=[N:23][N:22]([CH:25]([CH3:27])[CH3:26])[C:20]=3[N:21]=2)[CH2:12][CH2:11]1)=[O:9])([CH3:6])([CH3:5])[CH3:4].[NH2:33][CH2:34][C:35]1[C:36](=[O:43])[NH:37][C:38]([CH3:42])=[CH:39][C:40]=1[CH3:41].C1CN([P+](ON2N=NC3C=CC=CC2=3)(N2CCCC2)N2CCCC2)CC1.F[P-](F)(F)(F)(F)F. The catalyst is CCO.CS(C)=O. The product is [CH3:41][C:40]1[CH:39]=[C:38]([CH3:42])[NH:37][C:36](=[O:43])[C:35]=1[CH2:34][NH:33][C:28]([C:18]1[CH:17]=[C:16]([CH:13]2[CH2:14][CH2:15][N:10]([C:8]([O:7][C:3]([CH3:6])([CH3:5])[CH3:4])=[O:9])[CH2:11][CH2:12]2)[N:21]=[C:20]2[N:22]([CH:25]([CH3:27])[CH3:26])[N:23]=[CH:24][C:19]=12)=[O:29]. The yield is 0.500. (3) The reactants are [F:1][C:2]([F:37])([F:36])[C:3]([C:18]1[C:19]([CH2:33][CH2:34][CH3:35])=[CH:20][C:21]([N:24]2[CH2:29][CH2:28][N:27]([CH2:30][CH2:31]O)[CH2:26][CH2:25]2)=[N:22][CH:23]=1)([O:8][CH2:9][C:10]1[CH:15]=[CH:14][C:13]([O:16][CH3:17])=[CH:12][CH:11]=1)[C:4]([F:7])([F:6])[F:5].[CH3:38][C:39]1([C:46]2[CH:51]=[CH:50][C:49]([O:52][CH:53]([CH3:55])[CH3:54])=[CH:48][CH:47]=2)[NH:43][C:42](=[O:44])[NH:41][C:40]1=[O:45].C1(P(C2C=CC=CC=2)C2C=CC=CC=2)C=CC=CC=1.CCOC(/N=N/C(OCC)=O)=O.Cl. The catalyst is CN(C)C=O.O. The product is [F:36][C:2]([F:1])([F:37])[C:3]([C:18]1[C:19]([CH2:33][CH2:34][CH3:35])=[CH:20][C:21]([N:24]2[CH2:29][CH2:28][N:27]([CH2:30][CH2:31][N:41]3[C:40](=[O:45])[C:39]([C:46]4[CH:51]=[CH:50][C:49]([O:52][CH:53]([CH3:55])[CH3:54])=[CH:48][CH:47]=4)([CH3:38])[NH:43][C:42]3=[O:44])[CH2:26][CH2:25]2)=[N:22][CH:23]=1)([O:8][CH2:9][C:10]1[CH:11]=[CH:12][C:13]([O:16][CH3:17])=[CH:14][CH:15]=1)[C:4]([F:7])([F:6])[F:5]. The yield is 0.990. (4) The reactants are Cl.[C:2]([C:6]1[CH:10]=[C:9]([NH2:11])[N:8]([C:12]2[CH:17]=[CH:16][CH:15]=[C:14]([N+:18]([O-:20])=[O:19])[CH:13]=2)[N:7]=1)([CH3:5])([CH3:4])[CH3:3].N1C=CC=CC=1.[C:27](Cl)([O:29][CH2:30][C:31]([Cl:34])([Cl:33])[Cl:32])=[O:28]. The catalyst is C(Cl)Cl. The product is [C:2]([C:6]1[CH:10]=[C:9]([NH:11][C:27](=[O:28])[O:29][CH2:30][C:31]([Cl:34])([Cl:33])[Cl:32])[N:8]([C:12]2[CH:17]=[CH:16][CH:15]=[C:14]([N+:18]([O-:20])=[O:19])[CH:13]=2)[N:7]=1)([CH3:5])([CH3:3])[CH3:4]. The yield is 0.910.